From a dataset of Full USPTO retrosynthesis dataset with 1.9M reactions from patents (1976-2016). Predict the reactants needed to synthesize the given product. (1) Given the product [Cl:1][C:2]1[N:3]=[N:4][C:5]([C:12]#[C:11][CH2:10][CH2:9][N:13]2[CH:17]=[CH:16][N:15]=[CH:14]2)=[CH:6][CH:7]=1, predict the reactants needed to synthesize it. The reactants are: [Cl:1][C:2]1[N:3]=[N:4][C:5](I)=[CH:6][CH:7]=1.[CH2:9]([N:13]1[CH:17]=[CH:16][N:15]=[CH:14]1)[CH2:10][C:11]#[CH:12].C(N(CC)CC)C.Cl. (2) Given the product [C:1](/[CH:3]=[CH:4]/[S:5]([C:8]1[CH:9]=[C:10]([C:14]([CH3:19])([CH3:18])[C:15]([NH:26][CH2:25][C:24]2[CH:27]=[CH:28][C:21]([F:20])=[CH:22][CH:23]=2)=[O:17])[CH:11]=[CH:12][CH:13]=1)(=[O:6])=[O:7])#[N:2], predict the reactants needed to synthesize it. The reactants are: [C:1](/[CH:3]=[CH:4]/[S:5]([C:8]1[CH:9]=[C:10]([C:14]([CH3:19])([CH3:18])[C:15]([OH:17])=O)[CH:11]=[CH:12][CH:13]=1)(=[O:7])=[O:6])#[N:2].[F:20][C:21]1[CH:28]=[CH:27][C:24]([CH2:25][NH2:26])=[CH:23][CH:22]=1.Cl.CN(C)CCCN=C=NCC.ON1C2C=CC=CC=2N=N1.